Dataset: Peptide-MHC class II binding affinity with 134,281 pairs from IEDB. Task: Regression. Given a peptide amino acid sequence and an MHC pseudo amino acid sequence, predict their binding affinity value. This is MHC class II binding data. (1) The peptide sequence is WDDLRSLCLFSYHRLR. The MHC is HLA-DQA10102-DQB10602 with pseudo-sequence HLA-DQA10102-DQB10602. The binding affinity (normalized) is 0.401. (2) The peptide sequence is FGMVQFQKFFNPVTP. The MHC is DRB5_0101 with pseudo-sequence DRB5_0101. The binding affinity (normalized) is 0.386.